Task: Predict the reaction yield, written as a fraction of the theoretical maximum amount of product (1.0 means a 100% yield; for example, 0.34 means a 34% yield).. Dataset: Reaction yield outcomes from USPTO patents with 853,638 reactions (1) The catalyst is C(O)C. The reactants are [CH3:1][C:2]([CH3:12])=[CH:3][C:4](=O)[CH2:5][C:6]([O:8]CC)=[O:7].[N:13]([C:16]1[CH:26]=[CH:25][C:19]([C:20]([NH:22][CH2:23][CH3:24])=[O:21])=[CH:18][CH:17]=1)=[N+:14]=[N-:15].[O-]CC.[Na+]. The yield is 0.782. The product is [CH2:23]([NH:22][C:20]([C:19]1[CH:25]=[CH:26][C:16]([N:13]2[C:4]([CH:3]=[C:2]([CH3:1])[CH3:12])=[C:5]([C:6]([OH:8])=[O:7])[N:15]=[N:14]2)=[CH:17][CH:18]=1)=[O:21])[CH3:24]. (2) The reactants are [N:1]([O-])=O.[Na+].[NH2:5][C:6]1[CH:7]=[N:8][CH:9]=[CH:10][CH:11]=1.C([O:14][C:15](=[O:32])[CH:16]([NH:22][C:23]([C:25]1[CH:30]=[CH:29][C:28]([CH3:31])=[CH:27][N:26]=1)=O)C(OCC)=O)C.C(=O)([O-])[O-].[K+].[K+].C[O-].[Na+].[OH-].[Na+]. The catalyst is O.C(O)(=O)C.Cl.CC(C)=O.CO.C(Cl)(Cl)Cl.CO.C(OCC)(=O)C. The product is [CH3:31][C:28]1[CH:29]=[CH:30][C:25]([C:23]2[N:5]([C:6]3[CH:7]=[N:8][CH:9]=[CH:10][CH:11]=3)[N:1]=[C:16]([C:15]([OH:14])=[O:32])[N:22]=2)=[N:26][CH:27]=1. The yield is 0.210. (3) The reactants are [Cl:1][C:2]1[CH:3]=[C:4]([C:9]2[CH:17]=[CH:16][CH:15]=[C:14]3[C:10]=2[CH2:11][C:12](=[O:18])[NH:13]3)[CH:5]=[CH:6][C:7]=1[F:8].[N:19]1([CH2:24][CH2:25][NH:26][C:27]([C:29]2[C:33]([CH3:34])=[C:32]([CH:35]=O)[NH:31][C:30]=2[CH3:37])=[O:28])[CH:23]=[CH:22][N:21]=[N:20]1. The catalyst is C(O)C.N1CCCCC1. The product is [N:19]1([CH2:24][CH2:25][NH:26][C:27]([C:29]2[C:33]([CH3:34])=[C:32]([CH:35]=[C:11]3[C:10]4[C:14](=[CH:15][CH:16]=[CH:17][C:9]=4[C:4]4[CH:5]=[CH:6][C:7]([F:8])=[C:2]([Cl:1])[CH:3]=4)[NH:13][C:12]3=[O:18])[NH:31][C:30]=2[CH3:37])=[O:28])[CH:23]=[CH:22][N:21]=[N:20]1. The yield is 0.450. (4) The reactants are [Cl:1][C:2]1[C:7]([O:8][CH3:9])=[CH:6][C:5]([N:10](CC2C=CC(OC)=CC=2)[C:11]2[C:20]3[C:15](=[CH:16][C:17](F)=[C:18]([O:21][CH3:22])[CH:19]=3)[N:14]=[CH:13][N:12]=2)=[C:4]([O:33][CH3:34])[CH:3]=1.[N:35]1[CH:40]=[CH:39][C:38]([CH2:41][CH2:42][CH2:43][OH:44])=[CH:37][CH:36]=1.C[Si]([N-][Si](C)(C)C)(C)C.[Na+]. The catalyst is C1COCC1. The product is [Cl:1][C:2]1[C:7]([O:8][CH3:9])=[CH:6][C:5]([NH:10][C:11]2[C:16]3[C:15](=[CH:20][C:19]([O:44][CH2:43][CH2:42][CH2:41][C:38]4[CH:39]=[CH:40][N:35]=[CH:36][CH:37]=4)=[C:18]([O:21][CH3:22])[CH:17]=3)[N:14]=[CH:13][N:12]=2)=[C:4]([O:33][CH3:34])[CH:3]=1. The yield is 0.868. (5) The reactants are [O:1]1[CH:5]=[CH:4][CH:3]=[C:2]1[C:6]1[O:7][C:8]([CH3:25])=[C:9]([CH2:11][O:12][C:13]2[CH:20]=[CH:19][C:16]([CH:17]=[O:18])=[CH:15][C:14]=2[O:21][CH2:22][O:23][CH3:24])[N:10]=1.C(O)C.[BH4-].[Na+].O. The catalyst is O1CCCC1. The product is [O:1]1[CH:5]=[CH:4][CH:3]=[C:2]1[C:6]1[O:7][C:8]([CH3:25])=[C:9]([CH2:11][O:12][C:13]2[CH:20]=[CH:19][C:16]([CH2:17][OH:18])=[CH:15][C:14]=2[O:21][CH2:22][O:23][CH3:24])[N:10]=1. The yield is 0.910.